From a dataset of Forward reaction prediction with 1.9M reactions from USPTO patents (1976-2016). Predict the product of the given reaction. (1) Given the reactants [Cl-].O[NH3+:3].[C:4](=[O:7])([O-])[OH:5].[Na+].CS(C)=O.[CH2:13]([C:17]1[N:18]=[C:19]([CH3:49])[N:20]([C:39]2[CH:40]=[C:41]([NH:45][C:46](=[O:48])[CH3:47])[CH:42]=[CH:43][CH:44]=2)[C:21](=[O:38])[C:22]=1[CH2:23][C:24]1[CH:29]=[CH:28][C:27]([C:30]2[CH:35]=[CH:34][CH:33]=[CH:32][C:31]=2[C:36]#[N:37])=[CH:26][CH:25]=1)[CH2:14][CH2:15][CH3:16], predict the reaction product. The product is: [CH2:13]([C:17]1[N:18]=[C:19]([CH3:49])[N:20]([C:39]2[CH:40]=[C:41]([NH:45][C:46](=[O:48])[CH3:47])[CH:42]=[CH:43][CH:44]=2)[C:21](=[O:38])[C:22]=1[CH2:23][C:24]1[CH:25]=[CH:26][C:27]([C:30]2[CH:35]=[CH:34][CH:33]=[CH:32][C:31]=2[C:36]2[NH:3][C:4](=[O:7])[O:5][N:37]=2)=[CH:28][CH:29]=1)[CH2:14][CH2:15][CH3:16]. (2) The product is: [O:3]=[C:4]([CH3:11])[CH:5]([CH2:18][C:17]1[CH:16]=[CH:15][C:14]([C:13]([F:12])([F:22])[F:23])=[CH:21][CH:20]=1)[C:6]([O:8][CH2:9][CH3:10])=[O:7]. Given the reactants [H-].[Na+].[O:3]=[C:4]([CH3:11])[CH2:5][C:6]([O:8][CH2:9][CH3:10])=[O:7].[F:12][C:13]([F:23])([F:22])[C:14]1[CH:21]=[CH:20][C:17]([CH2:18]Br)=[CH:16][CH:15]=1, predict the reaction product.